From a dataset of Full USPTO retrosynthesis dataset with 1.9M reactions from patents (1976-2016). Predict the reactants needed to synthesize the given product. Given the product [Br:1][C:2]1[CH:12]=[C:11]2[C:5]([CH:6]3[CH2:14][CH:8]([N:9]=[C:10]2[Cl:17])[CH2:7]3)=[CH:4][C:3]=1[F:15], predict the reactants needed to synthesize it. The reactants are: [Br:1][C:2]1[CH:12]=[C:11]2[C:5]([CH:6]3[CH2:14][CH:8]([NH:9][C:10]2=O)[CH2:7]3)=[CH:4][C:3]=1[F:15].P(Cl)(Cl)(Cl)(Cl)[Cl:17].